This data is from Full USPTO retrosynthesis dataset with 1.9M reactions from patents (1976-2016). The task is: Predict the reactants needed to synthesize the given product. (1) The reactants are: [Br:1][C:2]1[C:10]2[C:9](Cl)=[N:8][CH:7]=[N:6][C:5]=2[S:4][C:3]=1[C:12]#[C:13][CH2:14][O:15][CH3:16].[OH:17][C@H:18]([CH2:24][C:25]1[CH:30]=[CH:29][CH:28]=[CH:27][C:26]=1[O:31][CH:32]1[CH2:37][CH2:36][CH2:35][CH2:34][O:33]1)[C:19]([O:21][CH2:22][CH3:23])=[O:20].C([O-])([O-])=O.[Cs+].[Cs+].C(O)(C)(C)C. Given the product [Br:1][C:2]1[C:10]2[C:9]([O:17][C@H:18]([CH2:24][C:25]3[CH:30]=[CH:29][CH:28]=[CH:27][C:26]=3[O:31][CH:32]3[CH2:37][CH2:36][CH2:35][CH2:34][O:33]3)[C:19]([O:21][CH2:22][CH3:23])=[O:20])=[N:8][CH:7]=[N:6][C:5]=2[S:4][C:3]=1[C:12]#[C:13][CH2:14][O:15][CH3:16], predict the reactants needed to synthesize it. (2) The reactants are: [OH:1][C:2]1[CH:3]=[C:4]([C:8]2[C:17]3[C:12](=[C:13]([C:18]([F:21])([F:20])[F:19])[CH:14]=[CH:15][CH:16]=3)[N:11]=[CH:10][C:9]=2[C:22]([C:24]2[CH:29]=[CH:28][CH:27]=[CH:26][CH:25]=2)=[O:23])[CH:5]=[CH:6][CH:7]=1.[CH3:30][O:31][C:32](=[O:42])[CH2:33][C:34]1[CH:39]=[CH:38][C:37]([CH2:40]Br)=[CH:36][CH:35]=1. Given the product [C:22]([C:9]1[CH:10]=[N:11][C:12]2[C:17]([C:8]=1[C:4]1[CH:3]=[C:2]([CH:7]=[CH:6][CH:5]=1)[O:1][CH2:40][C:37]1[CH:38]=[CH:39][C:34]([CH:33]([CH2:40][C:37]3[CH:36]=[CH:35][C:34]([CH2:33][C:32]([O:31][CH3:30])=[O:42])=[CH:39][CH:38]=3)[C:32]([O:31][CH3:30])=[O:42])=[CH:35][CH:36]=1)=[CH:16][CH:15]=[CH:14][C:13]=2[C:18]([F:21])([F:19])[F:20])(=[O:23])[C:24]1[CH:25]=[CH:26][CH:27]=[CH:28][CH:29]=1, predict the reactants needed to synthesize it.